This data is from Forward reaction prediction with 1.9M reactions from USPTO patents (1976-2016). The task is: Predict the product of the given reaction. Given the reactants [N:1]1[CH:6]=[CH:5][CH:4]=[CH:3][C:2]=1[CH2:7][O:8][C:9]1[CH:18]=[C:17]([C:19]2[N:24]=[C:23]([CH:25]=O)[CH:22]=[N:21][CH:20]=2)[C:16]2[CH2:15][CH2:14][CH2:13][CH2:12][C:11]=2[N:10]=1.C(Cl)Cl.[CH3:30][NH2:31].C1COCC1.C(O[BH-](OC(=O)C)OC(=O)C)(=O)C.[Na+], predict the reaction product. The product is: [CH3:30][NH:31][CH2:25][C:23]1[CH:22]=[N:21][CH:20]=[C:19]([C:17]2[C:16]3[CH2:15][CH2:14][CH2:13][CH2:12][C:11]=3[N:10]=[C:9]([O:8][CH2:7][C:2]3[CH:3]=[CH:4][CH:5]=[CH:6][N:1]=3)[CH:18]=2)[N:24]=1.